From a dataset of Forward reaction prediction with 1.9M reactions from USPTO patents (1976-2016). Predict the product of the given reaction. (1) Given the reactants [CH2:1]([N:5]1[C:9]([CH2:10]O)=[C:8]([C:12]2[CH:17]=[CH:16][CH:15]=[CH:14][CH:13]=2)[NH:7][CH:6]1[I:18])[CH2:2][CH2:3][CH3:4].O=S(Cl)Cl.C(N)C1C=[CH:31][C:30]2[O:29][CH2:28][O:27][C:26]=2C=1.C[N:35](C=O)C, predict the reaction product. The product is: [O:29]1[C:30]([CH2:31][NH:35][CH2:10][C:9]2[N:5]([CH2:1][CH2:2][CH2:3][CH3:4])[CH:6]([I:18])[NH:7][C:8]=2[C:12]2[CH:17]=[CH:16][CH:15]=[CH:14][CH:13]=2)=[CH:26][O:27][CH2:28]1. (2) Given the reactants [CH2:1]([O:8][C:9]1[CH:37]=[CH:36][CH:35]=[CH:34][C:10]=1[O:11][CH2:12][CH2:13][N:14]1[C:22]2[C:17](=[CH:18][CH:19]=[C:20]([C:23]([O:25][CH3:26])=[O:24])[CH:21]=2)[C:16]([CH:27]2[CH2:32][CH2:31][CH2:30][CH2:29][CH2:28]2)=[C:15]1Br)[C:2]1[CH:7]=[CH:6][CH:5]=[CH:4][CH:3]=1.C([O-])(=O)C.[K+], predict the reaction product. The product is: [CH2:1]([O:8][C:9]1[C:10]2[O:11][CH2:12][CH2:13][N:14]3[C:15](=[C:16]([CH:27]4[CH2:32][CH2:31][CH2:30][CH2:29][CH2:28]4)[C:17]4[CH:18]=[CH:19][C:20]([C:23]([O:25][CH3:26])=[O:24])=[CH:21][C:22]=43)[C:34]=2[CH:35]=[CH:36][CH:37]=1)[C:2]1[CH:7]=[CH:6][CH:5]=[CH:4][CH:3]=1.